This data is from CYP2C9 inhibition data for predicting drug metabolism from PubChem BioAssay. The task is: Regression/Classification. Given a drug SMILES string, predict its absorption, distribution, metabolism, or excretion properties. Task type varies by dataset: regression for continuous measurements (e.g., permeability, clearance, half-life) or binary classification for categorical outcomes (e.g., BBB penetration, CYP inhibition). Dataset: cyp2c9_veith. (1) The molecule is O=C(c1cnccn1)N1CCC2(CC1)CN(c1ncccn1)C2. The result is 0 (non-inhibitor). (2) The molecule is COc1ccc(-c2nc3cnc(N4CCNCC4)nc3n(CCC#N)c2=O)cc1. The result is 0 (non-inhibitor).